Dataset: Catalyst prediction with 721,799 reactions and 888 catalyst types from USPTO. Task: Predict which catalyst facilitates the given reaction. Reactant: [CH3:1][O:2][C:3]1[C:4]([I:14])=[C:5]([C:9]([I:13])=[CH:10][C:11]=1[I:12])[C:6]([OH:8])=[O:7].[Si](C=[N+]=[N-])(C)(C)[CH3:16].N#N. Product: [CH3:1][O:2][C:3]1[C:4]([I:14])=[C:5]([C:9]([I:13])=[CH:10][C:11]=1[I:12])[C:6]([O:8][CH3:16])=[O:7]. The catalyst class is: 798.